From a dataset of Forward reaction prediction with 1.9M reactions from USPTO patents (1976-2016). Predict the product of the given reaction. (1) Given the reactants [CH3:1][O:2][C:3]1[CH:21]=[CH:20][C:6]([O:7][C:8]2[CH:17]=[CH:16][C:15]3[C:10](=[CH:11][CH:12]=[C:13]([CH2:18][OH:19])[CH:14]=3)[N:9]=2)=[CH:5][CH:4]=1.C(O)(=O)C.C(O)(=O)C.IC1C=CC=CC=1, predict the reaction product. The product is: [CH3:1][O:2][C:3]1[CH:21]=[CH:20][C:6]([O:7][C:8]2[CH:17]=[CH:16][C:15]3[C:10](=[CH:11][CH:12]=[C:13]([CH:18]=[O:19])[CH:14]=3)[N:9]=2)=[CH:5][CH:4]=1. (2) Given the reactants [C:1]([O:8][CH3:9])(=[O:7])[CH2:2][CH2:3][CH2:4][C:5]#[CH:6].[CH2:10]([SnH:14]([CH2:19][CH2:20][CH2:21][CH3:22])[CH2:15][CH2:16][CH2:17][CH3:18])[CH2:11][CH2:12][CH3:13], predict the reaction product. The product is: [CH2:19]([Sn:14]([CH2:10][CH2:11][CH2:12][CH3:13])([CH2:15][CH2:16][CH2:17][CH3:18])[C:5](=[CH2:6])[CH2:4][CH2:3][CH2:2][C:1]([O:8][CH3:9])=[O:7])[CH2:20][CH2:21][CH3:22]. (3) Given the reactants [C:1]([C:3]1[CH:23]=[CH:22][C:6]([CH2:7][N:8]2[CH:17]=[CH:16][C:15]3[C:10](=[CH:11][C:12]([C:18](O)=[O:19])=[CH:13][CH:14]=3)[C:9]2=[O:21])=[CH:5][CH:4]=1)#[N:2].[NH2:24][CH2:25][C:26]1[CH:27]=[N:28][CH:29]=[CH:30][CH:31]=1, predict the reaction product. The product is: [N:28]1[CH:29]=[CH:30][CH:31]=[C:26]([CH2:25][NH:24][C:18]([C:12]2[CH:11]=[C:10]3[C:15]([CH:16]=[CH:17][N:8]([CH2:7][C:6]4[CH:22]=[CH:23][C:3]([C:1]#[N:2])=[CH:4][CH:5]=4)[C:9]3=[O:21])=[CH:14][CH:13]=2)=[O:19])[CH:27]=1. (4) Given the reactants COC1C=CC(P2(SP(C3C=CC(OC)=CC=3)(=S)S2)=[S:10])=CC=1.[Cl:23][C:24]1[CH:29]=[CH:28][C:27]([N:30]2[C:43](=[O:44])[C:35]3([CH2:37][CH:36]3[C:38]([O:40][CH2:41][CH3:42])=[O:39])[C:34](=O)[NH:33][C:32]3[CH:46]=[CH:47][CH:48]=[CH:49][C:31]2=3)=[CH:26][CH:25]=1, predict the reaction product. The product is: [Cl:23][C:24]1[CH:29]=[CH:28][C:27]([N:30]2[C:43](=[O:44])[C:35]3([CH2:37][CH:36]3[C:38]([O:40][CH2:41][CH3:42])=[O:39])[C:34](=[S:10])[NH:33][C:32]3[CH:46]=[CH:47][CH:48]=[CH:49][C:31]2=3)=[CH:26][CH:25]=1.